From a dataset of Catalyst prediction with 721,799 reactions and 888 catalyst types from USPTO. Predict which catalyst facilitates the given reaction. (1) Reactant: Br[C:2]1[CH:3]=[C:4]([CH:7]=[CH:8][C:9]=1[O:10][CH:11]1[CH2:16][CH2:15][CH2:14][CH2:13][O:12]1)[C:5]#[N:6].CC1(C)C(C)(C)OB([C:25]2[CH:42]=[CH:41][C:28]([O:29][CH2:30][C:31]3[CH:40]=[CH:39][C:38]4[C:33](=[CH:34][CH:35]=[CH:36][CH:37]=4)[N:32]=3)=[CH:27][CH:26]=2)O1.C(=O)([O-])[O-].[Cs+].[Cs+]. Product: [N:32]1[C:33]2[C:38](=[CH:37][CH:36]=[CH:35][CH:34]=2)[CH:39]=[CH:40][C:31]=1[CH2:30][O:29][C:28]1[CH:41]=[CH:42][C:25]([C:2]2[C:9]([O:10][CH:11]3[CH2:16][CH2:15][CH2:14][CH2:13][O:12]3)=[CH:8][CH:7]=[C:4]([C:5]#[N:6])[CH:3]=2)=[CH:26][CH:27]=1. The catalyst class is: 12. (2) Reactant: [F:1][C:2]1[CH:7]=[C:6]([F:8])[CH:5]=[C:4]([F:9])[C:3]=1[CH:10]([C:16]([O:18]CC)=O)[C:11](OCC)=[O:12].C(N(CC)CC)C.[NH2:28][C:29]1[N:33]=[CH:32][NH:31][N:30]=1.[OH-].[Na+]. Product: [OH:18][C:16]1[C:10]([C:3]2[C:2]([F:1])=[CH:7][C:6]([F:8])=[CH:5][C:4]=2[F:9])=[C:11]([OH:12])[N:30]2[N:31]=[CH:32][N:33]=[C:29]2[N:28]=1. The catalyst class is: 6.